The task is: Predict the reaction yield, written as a fraction of the theoretical maximum amount of product (1.0 means a 100% yield; for example, 0.34 means a 34% yield).. This data is from Reaction yield outcomes from USPTO patents with 853,638 reactions. (1) The reactants are [CH2:1](N)[CH2:2][CH2:3][CH2:4][CH2:5][CH2:6][CH2:7][CH2:8][CH2:9][CH2:10][CH2:11][CH3:12].[C:14]([CH2:16][C:17]([O:19]CC)=O)#N.C(OCC)(=O)CC(C)=O.[NH:31]1CCN[CH2:33][CH2:32]1.[N+]([O-])(O)=O. The catalyst is CO.O.CN(C)C=O.C(O)C. The product is [CH2:1]([C:16]1[C:17](=[O:19])[NH:31][CH:32]=[CH:33][CH:14]=1)[CH2:2][CH2:3][CH2:4][CH2:5][CH2:6][CH2:7][CH2:8][CH2:9][CH2:10][CH2:11][CH3:12]. The yield is 0.850. (2) The reactants are [Br:1][C:2]1[CH:7]=[CH:6][C:5]([C:8]2[N:9]=[C:10](Cl)[C:11]3[CH2:16][O:15][C:14]([CH3:18])([CH3:17])[C:12]=3[N:13]=2)=[CH:4][CH:3]=1.Cl.[CH:21]12[O:28][CH:25]([CH2:26][CH2:27]1)[CH2:24][NH:23][CH2:22]2.C(N(CC)CC)C. The catalyst is ClCCl. The product is [CH:25]12[O:28][CH:21]([CH2:27][CH2:26]1)[CH2:22][N:23]([C:10]1[C:11]3[CH2:16][O:15][C:14]([CH3:18])([CH3:17])[C:12]=3[N:13]=[C:8]([C:5]3[CH:6]=[CH:7][C:2]([Br:1])=[CH:3][CH:4]=3)[N:9]=1)[CH2:24]2. The yield is 0.628. (3) The reactants are [CH3:1][O:2][C:3]([C:5]1[CH:16]=[CH:15][C:8]2[N:9]([CH2:12][CH2:13]Cl)[CH:10]=[N:11][C:7]=2[CH:6]=1)=[O:4].[N-:17]=[N+:18]=[N-:19].[Na+]. The catalyst is CS(C)=O. The product is [CH3:1][O:2][C:3]([C:5]1[CH:16]=[CH:15][C:8]2[N:9]([CH2:12][CH2:13][N:17]=[N+:18]=[N-:19])[CH:10]=[N:11][C:7]=2[CH:6]=1)=[O:4]. The yield is 0.910. (4) The reactants are FC(F)(F)S(O[C:7]1[C:12]([F:13])=[CH:11][CH:10]=[CH:9][C:8]=1[Cl:14])(=O)=O.[C:17]([Si:19]([CH3:22])([CH3:21])[CH3:20])#[CH:18].C(N(CC)CC)C. The catalyst is C(#N)C.C1C=CC(P(C2C=CC=CC=2)C2C=CC=CC=2)=CC=1.C1C=CC(P(C2C=CC=CC=2)C2C=CC=CC=2)=CC=1.Cl[Pd]Cl. The product is [Cl:14][C:8]1[CH:9]=[CH:10][CH:11]=[C:12]([F:13])[C:7]=1[C:18]#[C:17][Si:19]([CH3:22])([CH3:21])[CH3:20]. The yield is 0.790. (5) The reactants are [Cl-].O[NH3+:3].[C:4](=[O:7])([O-])[OH:5].[Na+].CS(C)=O.[CH3:13][O:14][C:15]1[CH:16]=[C:17]([N:21]2[C:26](=[O:27])[C:25]([CH2:28][C:29]3[CH:34]=[CH:33][C:32]([C:35]4[C:36]([C:41]#[N:42])=[CH:37][CH:38]=[CH:39][CH:40]=4)=[CH:31][CH:30]=3)=[C:24]([CH2:43][CH2:44][CH3:45])[N:23]3[N:46]=[CH:47][N:48]=[C:22]23)[CH:18]=[CH:19][CH:20]=1. The product is [CH3:13][O:14][C:15]1[CH:16]=[C:17]([N:21]2[C:26](=[O:27])[C:25]([CH2:28][C:29]3[CH:34]=[CH:33][C:32]([C:35]4[CH:40]=[CH:39][CH:38]=[CH:37][C:36]=4[C:41]4[NH:3][C:4](=[O:7])[O:5][N:42]=4)=[CH:31][CH:30]=3)=[C:24]([CH2:43][CH2:44][CH3:45])[N:23]3[N:46]=[CH:47][N:48]=[C:22]23)[CH:18]=[CH:19][CH:20]=1. The catalyst is C(OCC)(=O)C. The yield is 0.460.